Dataset: Catalyst prediction with 721,799 reactions and 888 catalyst types from USPTO. Task: Predict which catalyst facilitates the given reaction. Reactant: [CH2:1]([N:8]1[CH2:12][C@@H:11]2[C:13]3[CH:14]=[CH:15][CH:16]=[C:17]([O:21][CH2:22][C:23]4[CH:28]=[CH:27][CH:26]=[CH:25][CH:24]=4)[C:18]=3[CH2:19][O:20][C@@:10]2([CH3:29])[CH2:9]1)C1C=CC=CC=1.Cl[C:31](OC(Cl)C)=[O:32].CO.C([O-])(O)=[O:40].[Na+]. Product: [CH2:22]([O:21][C:17]1[C:18]2[CH2:19][O:20][C@:10]3([CH3:29])[C@@H:11]([C:13]=2[CH:14]=[CH:15][CH:16]=1)[CH2:12][N:8]([C:1]([O:32][CH3:31])=[O:40])[CH2:9]3)[C:23]1[CH:28]=[CH:27][CH:26]=[CH:25][CH:24]=1. The catalyst class is: 11.